Dataset: Full USPTO retrosynthesis dataset with 1.9M reactions from patents (1976-2016). Task: Predict the reactants needed to synthesize the given product. (1) Given the product [C:1]([O:5][C:6]([N:8]1[CH2:13][CH2:12][C@H:11]([O:14][CH3:22])[C@H:10]([F:15])[CH2:9]1)=[O:7])([CH3:4])([CH3:2])[CH3:3], predict the reactants needed to synthesize it. The reactants are: [C:1]([O:5][C:6]([N:8]1[CH2:13][CH2:12][C@H:11]([OH:14])[C@H:10]([F:15])[CH2:9]1)=[O:7])([CH3:4])([CH3:3])[CH3:2].[H-].[Na+].S(OC)(O[CH3:22])(=O)=O. (2) Given the product [CH3:19][S:18][CH2:17][CH2:16][O:15][C:12]1[CH:13]=[N:14][C:9]([NH2:8])=[N:10][CH:11]=1, predict the reactants needed to synthesize it. The reactants are: COC1C=CC(C[NH:8][C:9]2[N:14]=[CH:13][C:12]([O:15][CH2:16][CH2:17][S:18][CH3:19])=[CH:11][N:10]=2)=CC=1. (3) Given the product [Cl:13][C:2]1[N:7]=[CH:6][N:5]=[C:4]([C:8]#[N:10])[CH:3]=1, predict the reactants needed to synthesize it. The reactants are: O[C:2]1[N:7]=[CH:6][N:5]=[C:4]([C:8]([NH2:10])=O)[CH:3]=1.P(Cl)(Cl)([Cl:13])=O. (4) Given the product [CH2:27]([C@H:22]([NH:21][C:19](=[O:20])[O:18][C:14]([CH3:15])([CH3:16])[CH3:17])[C:23](=[O:25])[CH:35]([Br:36])[Br:34])[C:28]1[CH:33]=[CH:32][CH:31]=[CH:30][CH:29]=1, predict the reactants needed to synthesize it. The reactants are: C(NC(C)C)(C)C.C([Mg]Cl)CCC.[C:14]([O:18][C:19]([NH:21][C@@H:22]([CH2:27][C:28]1[CH:33]=[CH:32][CH:31]=[CH:30][CH:29]=1)[C:23]([O:25]C)=O)=[O:20])([CH3:17])([CH3:16])[CH3:15].[Br:34][CH2:35][Br:36].Cl. (5) Given the product [F:18][C:15]1[CH:16]=[CH:17][C:12]([C:10]([N:4]2[CH2:5][CH2:6][CH2:7][C@@H:8]([CH3:9])[C@H:3]2[CH2:2][NH:1][C:25]2[N:30]=[CH:29][C:28]([C:31]([F:34])([F:33])[F:32])=[CH:27][N:26]=2)=[O:11])=[C:13]([N:19]2[N:23]=[CH:22][CH:21]=[N:20]2)[CH:14]=1, predict the reactants needed to synthesize it. The reactants are: [NH2:1][CH2:2][C@@H:3]1[C@H:8]([CH3:9])[CH2:7][CH2:6][CH2:5][N:4]1[C:10]([C:12]1[CH:17]=[CH:16][C:15]([F:18])=[CH:14][C:13]=1[N:19]1[N:23]=[CH:22][CH:21]=[N:20]1)=[O:11].Cl[C:25]1[N:30]=[CH:29][C:28]([C:31]([F:34])([F:33])[F:32])=[CH:27][N:26]=1.